Dataset: Reaction yield outcomes from USPTO patents with 853,638 reactions. Task: Predict the reaction yield, written as a fraction of the theoretical maximum amount of product (1.0 means a 100% yield; for example, 0.34 means a 34% yield). (1) The reactants are Cl[CH:2]([C:4]1[C:5]([O:24][CH3:25])=[C:6]([CH:13]2[CH2:16][N:15]([C:17]([O:19][C:20]([CH3:23])([CH3:22])[CH3:21])=[O:18])[CH2:14]2)[C:7]([C:11]#[N:12])=[C:8]([CH3:10])[CH:9]=1)[CH3:3].C(=O)([O-])[O-].[Cs+].[Cs+].[CH3:32][C:33]1[C:41]2[C:36](=[N:37][CH:38]=[N:39][C:40]=2[NH2:42])[NH:35][N:34]=1. The catalyst is CN(C)C=O.C(OCC)(=O)C. The product is [NH2:42][C:40]1[N:39]=[CH:38][N:37]=[C:36]2[N:35]([CH:2]([C:4]3[C:5]([O:24][CH3:25])=[C:6]([CH:13]4[CH2:16][N:15]([C:17]([O:19][C:20]([CH3:23])([CH3:22])[CH3:21])=[O:18])[CH2:14]4)[C:7]([C:11]#[N:12])=[C:8]([CH3:10])[CH:9]=3)[CH3:3])[N:34]=[C:33]([CH3:32])[C:41]=12. The yield is 0.500. (2) The reactants are [N+:1]([C:4]1[CH:9]=[CH:8][C:7]([CH2:10][CH2:11][C:12](=[S:14])[NH2:13])=[CH:6][CH:5]=1)([O-:3])=[O:2].Br[CH2:16][C:17](=O)[CH2:18][CH3:19]. The catalyst is C(O)(C)(C)C. The product is [CH2:18]([C:17]1[N:13]=[C:12]([CH2:11][CH2:10][C:7]2[CH:6]=[CH:5][C:4]([N+:1]([O-:3])=[O:2])=[CH:9][CH:8]=2)[S:14][CH:16]=1)[CH3:19]. The yield is 0.950. (3) The reactants are [CH:1]1([O:5][C:6]2[C:15](B3OC(C)(C)C(C)(C)O3)=[CH:14][CH:13]=[C:12]3[C:7]=2[CH2:8][CH2:9][C@H:10]([CH3:29])[N:11]3[C:25]([O:27][CH3:28])=[O:26])[CH2:4][CH2:3][CH2:2]1.Br[C:31]1[N:32]=[C:33]([CH:36]2[CH2:41][CH2:40][N:39]([C:42]([O:44][C:45]([CH3:48])([CH3:47])[CH3:46])=[O:43])[CH2:38][CH2:37]2)[NH:34][CH:35]=1.C(=O)([O-])[O-].[Na+].[Na+]. The catalyst is O1CCOCC1.O.C1C=CC(P(C2C=CC=CC=2)[C-]2C=CC=C2)=CC=1.C1C=CC(P(C2C=CC=CC=2)[C-]2C=CC=C2)=CC=1.Cl[Pd]Cl.[Fe+2].ClCCl. The product is [C:45]([O:44][C:42]([N:39]1[CH2:38][CH2:37][CH:36]([C:33]2[NH:34][CH:35]=[C:31]([C:15]3[C:6]([O:5][CH:1]4[CH2:4][CH2:3][CH2:2]4)=[C:7]4[C:12](=[CH:13][CH:14]=3)[N:11]([C:25]([O:27][CH3:28])=[O:26])[C@@H:10]([CH3:29])[CH2:9][CH2:8]4)[N:32]=2)[CH2:41][CH2:40]1)=[O:43])([CH3:48])([CH3:46])[CH3:47]. The yield is 0.480. (4) The reactants are [Br:1][C:2]1[CH:7]=[CH:6][C:5]([F:8])=[C:4](I)[C:3]=1[Br:10].C1COCC1.[C:16]([Si:18]([CH3:21])([CH3:20])[CH3:19])#[CH:17]. The catalyst is CCOC(C)=O.Cl[Pd](Cl)([P](C1C=CC=CC=1)(C1C=CC=CC=1)C1C=CC=CC=1)[P](C1C=CC=CC=1)(C1C=CC=CC=1)C1C=CC=CC=1.[Cu]I. The product is [Br:10][C:3]1[C:2]([Br:1])=[CH:7][CH:6]=[C:5]([F:8])[C:4]=1[C:17]#[C:16][Si:18]([CH3:21])([CH3:20])[CH3:19]. The yield is 0.790. (5) The reactants are [CH3:1][O:2][CH2:3][N:4]1[C:8]2[CH:9]=[CH:10][C:11]([CH:13]([C:15]3[CH:19]=[CH:18][N:17]([C:20]4[N:25]=[CH:24][C:23]([NH:26][CH2:27][C:28]([O:30][CH2:31][CH3:32])=[O:29])=[CH:22][CH:21]=4)[N:16]=3)[CH3:14])=[CH:12][C:7]=2[S:6][C:5]1=[O:33].[H-].[Na+].[CH3:36]I. No catalyst specified. The product is [CH3:1][O:2][CH2:3][N:4]1[C:8]2[CH:9]=[CH:10][C:11]([CH:13]([C:15]3[CH:19]=[CH:18][N:17]([C:20]4[N:25]=[CH:24][C:23]([N:26]([CH3:36])[CH2:27][C:28]([O:30][CH2:31][CH3:32])=[O:29])=[CH:22][CH:21]=4)[N:16]=3)[CH3:14])=[CH:12][C:7]=2[S:6][C:5]1=[O:33]. The yield is 0.390.